Predict the reactants needed to synthesize the given product. From a dataset of Full USPTO retrosynthesis dataset with 1.9M reactions from patents (1976-2016). (1) Given the product [CH2:25]([N:8]([CH2:1][C:2]1[CH:3]=[CH:4][CH:5]=[CH:6][CH:7]=1)[C:9]1[C:14]2[N:15]=[C:16]([CH2:19][O:20][CH2:21][CH3:22])[N:17]([N:18]=[C:34]([CH3:36])[CH3:35])[C:13]=2[C:12]([CH3:23])=[C:11]([CH3:24])[N:10]=1)[C:26]1[CH:27]=[CH:28][CH:29]=[CH:30][CH:31]=1, predict the reactants needed to synthesize it. The reactants are: [CH2:1]([N:8]([CH2:25][C:26]1[CH:31]=[CH:30][CH:29]=[CH:28][CH:27]=1)[C:9]1[C:14]2[N:15]=[C:16]([CH2:19][O:20][CH2:21][CH3:22])[N:17]([NH2:18])[C:13]=2[C:12]([CH3:23])=[C:11]([CH3:24])[N:10]=1)[C:2]1[CH:7]=[CH:6][CH:5]=[CH:4][CH:3]=1.CO[C:34](OC)([CH3:36])[CH3:35].C1(C)C=CC(S([O-])(=O)=O)=CC=1.[NH+]1C=CC=CC=1. (2) The reactants are: [CH3:1][O:2][C:3]1[CH:8]=[CH:7][C:6]([C:9]2[N:10]=[C:11]([C:22]3([OH:32])[CH2:31][CH2:30][C:25]4(OCC[O:26]4)[CH2:24][CH2:23]3)[O:12][C:13]=2[C:14]2[CH:19]=[CH:18][C:17]([O:20][CH3:21])=[CH:16][CH:15]=2)=[CH:5][CH:4]=1.[OH-].[Na+].C(=O)(O)[O-].[Na+]. Given the product [CH3:1][O:2][C:3]1[CH:8]=[CH:7][C:6]([C:9]2[N:10]=[C:11]([C:22]3([OH:32])[CH2:31][CH2:30][C:25](=[O:26])[CH2:24][CH2:23]3)[O:12][C:13]=2[C:14]2[CH:15]=[CH:16][C:17]([O:20][CH3:21])=[CH:18][CH:19]=2)=[CH:5][CH:4]=1, predict the reactants needed to synthesize it. (3) Given the product [Br:36][C:37]1[CH2:6][CH:5]([CH2:4][CH2:3][CH2:2][CH2:1][N:7]2[C:12]3=[N:13][C:14]([C:24]4[CH:29]=[CH:28][C:27]([CH3:30])=[CH:26][CH:25]=4)=[C:15]([C:17]4[CH:18]=[CH:19][C:20]([CH3:23])=[CH:21][CH:22]=4)[N:16]=[C:11]3[CH2:10][CH2:9][CH2:8]2)[O:39][N:38]=1, predict the reactants needed to synthesize it. The reactants are: [CH2:1]([N:7]1[C:12]2=[N:13][C:14]([C:24]3[CH:29]=[CH:28][C:27]([CH3:30])=[CH:26][CH:25]=3)=[C:15]([C:17]3[CH:22]=[CH:21][C:20]([CH3:23])=[CH:19][CH:18]=3)[N:16]=[C:11]2[CH2:10][CH2:9][CH2:8]1)[CH2:2][CH2:3][CH2:4][CH:5]=[CH2:6].C(=O)([O-])O.[K+].[Br:36][C:37](Br)=[N:38][OH:39]. (4) Given the product [CH3:20][C:15]1([CH3:21])[C:16]([CH3:19])([CH3:18])[O:17][B:13]([C:2]2[CH:7]=[CH:6][C:5]([C:8]3([CH:11]=[O:12])[CH2:10][CH2:9]3)=[CH:4][CH:3]=2)[O:14]1, predict the reactants needed to synthesize it. The reactants are: Br[C:2]1[CH:7]=[CH:6][C:5]([C:8]2([CH:11]=[O:12])[CH2:10][CH2:9]2)=[CH:4][CH:3]=1.[B:13]1([B:13]2[O:17][C:16]([CH3:19])([CH3:18])[C:15]([CH3:21])([CH3:20])[O:14]2)[O:17][C:16]([CH3:19])([CH3:18])[C:15]([CH3:21])([CH3:20])[O:14]1.C(Cl)Cl.C([O-])(=O)C.[K+]. (5) Given the product [Li:11][N:3]1[C:4]([CH3:9])([CH3:8])[CH2:5][CH2:6][CH2:7][C:2]1([CH3:10])[CH3:1], predict the reactants needed to synthesize it. The reactants are: [CH3:1][C:2]1([CH3:10])[CH2:7][CH2:6][CH2:5][C:4]([CH3:9])([CH3:8])[NH:3]1.[Li:11]CCCC.COC1C=CC(C=NC2CCCCC2)=C(C)C=1.CN(OC)C(C1CC1)=O.[Cl-].[NH4+]. (6) Given the product [F:1][C:2]1[CH:3]=[C:4]([C@:13]2([NH:23][C:24]([C:26]3[CH:35]=[CH:34][C:29]([C:30]([OH:32])=[O:31])=[C:28]([OH:36])[CH:27]=3)=[O:25])[C:18]3=[N:19][CH:20]=[CH:21][CH:22]=[C:17]3[O:16][CH2:15][CH2:14]2)[CH:5]=[CH:6][C:7]=1[O:8][C:9]([F:11])([F:12])[F:10], predict the reactants needed to synthesize it. The reactants are: [F:1][C:2]1[CH:3]=[C:4]([C@:13]2([NH:23][C:24]([C:26]3[CH:35]=[CH:34][C:29]([C:30]([O:32]C)=[O:31])=[C:28]([OH:36])[CH:27]=3)=[O:25])[C:18]3=[N:19][CH:20]=[CH:21][CH:22]=[C:17]3[O:16][CH2:15][CH2:14]2)[CH:5]=[CH:6][C:7]=1[O:8][C:9]([F:12])([F:11])[F:10].[OH-].[Na+]. (7) Given the product [Br:1][C:2]1[CH:20]=[CH:19][C:5]2[N:6]([C:10]3[S:11][C:12]([C:16]([NH:23][CH3:27])=[O:18])=[C:13]([CH3:15])[N:14]=3)[CH2:7][CH2:8][O:9][C:4]=2[CH:3]=1, predict the reactants needed to synthesize it. The reactants are: [Br:1][C:2]1[CH:20]=[CH:19][C:5]2[N:6]([C:10]3[S:11][C:12]([C:16]([OH:18])=O)=[C:13]([CH3:15])[N:14]=3)[CH2:7][CH2:8][O:9][C:4]=2[CH:3]=1.O.O[N:23]1[C:27]2C=CC=CC=2N=N1.CCN(C(C)C)C(C)C.C(Cl)CCl.CN. (8) Given the product [CH:21]([N:13]1[C:14]2=[N:15][CH:16]=[N:17][C:18]([NH2:20])=[C:19]2[C:11]([C:3]2[CH:2]=[N:1][CH:6]=[CH:5][CH:4]=2)=[N:12]1)([CH3:23])[CH3:22], predict the reactants needed to synthesize it. The reactants are: [N:1]1[CH:6]=[CH:5][CH:4]=[C:3](B(O)O)[CH:2]=1.I[C:11]1[C:19]2[C:14](=[N:15][CH:16]=[N:17][C:18]=2[NH2:20])[N:13]([CH:21]([CH3:23])[CH3:22])[N:12]=1.C([O-])([O-])=O.[Na+].[Na+].